From a dataset of Reaction yield outcomes from USPTO patents with 853,638 reactions. Predict the reaction yield, written as a fraction of the theoretical maximum amount of product (1.0 means a 100% yield; for example, 0.34 means a 34% yield). (1) The reactants are Cl[C:2]([O:4][CH3:5])=[O:3].[NH2:6][C:7]1[CH:17]=[CH:16][C:15]([C:18]2[CH:19]=[C:20]3[C:26]([C:27]4[CH:32]=[CH:31][CH:30]=[CH:29][C:28]=4[O:33][CH3:34])=[N:25][NH:24][C:21]3=[N:22][CH:23]=2)=[CH:14][C:8]=1[C:9]([N:11]([CH3:13])[CH3:12])=[O:10]. The catalyst is ClCCl. The product is [CH3:5][O:4][C:2](=[O:3])[NH:6][C:7]1[CH:17]=[CH:16][C:15]([C:18]2[CH:19]=[C:20]3[C:26]([C:27]4[CH:32]=[CH:31][CH:30]=[CH:29][C:28]=4[O:33][CH3:34])=[N:25][NH:24][C:21]3=[N:22][CH:23]=2)=[CH:14][C:8]=1[C:9](=[O:10])[N:11]([CH3:13])[CH3:12]. The yield is 0.210. (2) The reactants are [NH2:1][C:2]1[N:7]=[CH:6][N:5]=[C:4]2[N:8]([CH:12]([C:15]3[O:16][C:17]4[C:22]([C:23](=[O:32])[C:24]=3[C:25]3[CH:30]=[CH:29][CH:28]=[C:27]([F:31])[CH:26]=3)=[CH:21][CH:20]=[CH:19][CH:18]=4)[CH2:13][CH3:14])[N:9]=[C:10](I)[C:3]=12.C([N:40]1[C:48]2[C:43](=[CH:44][CH:45]=[C:46](B3OC(C)(C)C(C)(C)O3)[CH:47]=2)[C:42]([CH3:58])=[N:41]1)(OC(C)(C)C)=O.C(=O)([O-])[O-].[Na+].[Na+].ClCCl. The catalyst is CN(C=O)C.C(O)C.O. The product is [NH2:1][C:2]1[N:7]=[CH:6][N:5]=[C:4]2[N:8]([CH:12]([C:15]3[O:16][C:17]4[C:22]([C:23](=[O:32])[C:24]=3[C:25]3[CH:30]=[CH:29][CH:28]=[C:27]([F:31])[CH:26]=3)=[CH:21][CH:20]=[CH:19][CH:18]=4)[CH2:13][CH3:14])[N:9]=[C:10]([C:46]3[CH:47]=[C:48]4[C:43]([C:42]([CH3:58])=[N:41][NH:40]4)=[CH:44][CH:45]=3)[C:3]=12. The yield is 0.0600.